Dataset: Forward reaction prediction with 1.9M reactions from USPTO patents (1976-2016). Task: Predict the product of the given reaction. (1) The product is: [CH3:16][N:17]1[CH:21]=[C:20]([C:22]2[S:26][C:25]3=[N:27][CH:3]=[C:2]([CH2:5][C:6]4[CH:7]=[C:8]5[C:13](=[CH:14][CH:15]=4)[N:12]=[CH:11][CH:10]=[CH:9]5)[N:24]3[N:23]=2)[CH:19]=[N:18]1. Given the reactants Cl[CH:2]([CH2:5][C:6]1[CH:7]=[C:8]2[C:13](=[CH:14][CH:15]=1)[N:12]=[CH:11][CH:10]=[CH:9]2)[CH:3]=O.[CH3:16][N:17]1[CH:21]=[C:20]([C:22]2[S:26][C:25]([NH2:27])=[N:24][N:23]=2)[CH:19]=[N:18]1, predict the reaction product. (2) Given the reactants [Cl:1][C:2]1[N:3]=[CH:4][N:5]([C:12]2[CH:17]=[CH:16][C:15]([F:18])=[CH:14][C:13]=2[Cl:19])[C:6]=1[C:7]([O:9]CC)=[O:8].O1CCCC1.[OH-].[Na+], predict the reaction product. The product is: [Cl:1][C:2]1[N:3]=[CH:4][N:5]([C:12]2[CH:17]=[CH:16][C:15]([F:18])=[CH:14][C:13]=2[Cl:19])[C:6]=1[C:7]([OH:9])=[O:8]. (3) Given the reactants [N+:1]([C:4]1[CH:9]=[CH:8][C:7](F)=[CH:6][CH:5]=1)([O-:3])=[O:2].C(N(CC)CC)C.[NH:18]1[CH2:23][CH2:22][CH2:21][CH2:20][CH2:19]1, predict the reaction product. The product is: [N+:1]([C:4]1[CH:9]=[CH:8][C:7]([N:18]2[CH2:23][CH2:22][CH2:21][CH2:20][CH2:19]2)=[CH:6][CH:5]=1)([O-:3])=[O:2]. (4) Given the reactants [O:1]([C:8]1[CH:13]=[CH:12][C:11]([S:14]([NH:17][C@@H:18]2[CH2:23][CH2:22][CH2:21][CH2:20][C@H:19]2[C:24]([OH:26])=O)(=[O:16])=[O:15])=[CH:10][CH:9]=1)[C:2]1[CH:7]=[CH:6][CH:5]=[CH:4][CH:3]=1.C(Cl)(=O)C(Cl)=O.C[Si](C)(C)[O:35][NH2:36], predict the reaction product. The product is: [OH:35][NH:36][C:24]([C@@H:19]1[CH2:20][CH2:21][CH2:22][CH2:23][C@H:18]1[NH:17][S:14]([C:11]1[CH:12]=[CH:13][C:8]([O:1][C:2]2[CH:7]=[CH:6][CH:5]=[CH:4][CH:3]=2)=[CH:9][CH:10]=1)(=[O:16])=[O:15])=[O:26]. (5) Given the reactants [I:1][C:2]1[CH:7]=[CH:6][CH:5]=[C:4]([O:8]C)[C:3]=1[O:10]C.B(Br)(Br)Br, predict the reaction product. The product is: [I:1][C:2]1[CH:7]=[CH:6][CH:5]=[C:4]([OH:8])[C:3]=1[OH:10]. (6) Given the reactants [F:1][CH2:2][CH2:3][O:4][C:5]1[CH:6]=[C:7]([C:11](=O)[CH3:12])[CH:8]=[CH:9][CH:10]=1.[NH2:14][C:15]1[S:16]/[C:17](=[CH:21]\[C:22]2[CH:27]=[C:26]([O:28][CH3:29])[C:25]([OH:30])=[C:24]([Cl:31])[CH:23]=2)/[C:18](=[O:20])[N:19]=1, predict the reaction product. The product is: [Cl:31][C:24]1[CH:23]=[C:22](/[CH:21]=[C:17]2/[C:18](=[O:20])[N:19]3[CH:12]=[C:11]([C:7]4[CH:8]=[CH:9][CH:10]=[C:5]([O:4][CH2:3][CH2:2][F:1])[CH:6]=4)[N:14]=[C:15]3[S:16]/2)[CH:27]=[C:26]([O:28][CH3:29])[C:25]=1[OH:30].